Dataset: Reaction yield outcomes from USPTO patents with 853,638 reactions. Task: Predict the reaction yield, written as a fraction of the theoretical maximum amount of product (1.0 means a 100% yield; for example, 0.34 means a 34% yield). (1) The reactants are [C:1]([C:4]1[CH:5]=[CH:6][C:7]([C:27]2[S:31][C:30]([N:32]([CH:40]([CH3:42])[CH3:41])C(=O)OC(C)(C)C)=[N:29][CH:28]=2)=[C:8]2[C:16]=1[NH:15][C:14]1[CH2:13][CH:12]([C:17](=[O:26])[NH:18][CH:19]3[CH2:24][CH2:23][N:22]([CH3:25])[CH2:21][CH2:20]3)[CH2:11][CH2:10][C:9]2=1)(=[O:3])[NH2:2]. The catalyst is C(Cl)Cl.C(O)(C(F)(F)F)=O. The product is [CH:40]([NH:32][C:30]1[S:31][C:27]([C:7]2[CH:6]=[CH:5][C:4]([C:1]([NH2:2])=[O:3])=[C:16]3[C:8]=2[C:9]2[CH2:10][CH2:11][CH:12]([C:17]([NH:18][CH:19]4[CH2:20][CH2:21][N:22]([CH3:25])[CH2:23][CH2:24]4)=[O:26])[CH2:13][C:14]=2[NH:15]3)=[CH:28][N:29]=1)([CH3:42])[CH3:41]. The yield is 0.610. (2) The reactants are Cl[C:2]1[N:7]=[CH:6][C:5]([C:8]([C:10]2[CH:15]=[CH:14][C:13]([O:16][CH:17]3[CH2:22][CH2:21][CH2:20][CH2:19][O:18]3)=[CH:12][CH:11]=2)=[O:9])=[CH:4][CH:3]=1.[CH2:23]([N:26]1[CH2:30][CH2:29][CH2:28][CH2:27]1)[C:24]#[CH:25]. The catalyst is [Pd].C1(P(C2C=CC=CC=2)C2C=CC=CC=2)C=CC=CC=1.C1(P(C2C=CC=CC=2)C2C=CC=CC=2)C=CC=CC=1.C1(P(C2C=CC=CC=2)C2C=CC=CC=2)C=CC=CC=1.C1(P(C2C=CC=CC=2)C2C=CC=CC=2)C=CC=CC=1.C(N(CC)CC)C. The product is [N:26]1([CH2:23][C:24]#[C:25][C:2]2[N:7]=[CH:6][C:5]([C:8]([C:10]3[CH:15]=[CH:14][C:13]([O:16][CH:17]4[CH2:22][CH2:21][CH2:20][CH2:19][O:18]4)=[CH:12][CH:11]=3)=[O:9])=[CH:4][CH:3]=2)[CH2:30][CH2:29][CH2:28][CH2:27]1. The yield is 0.449. (3) The reactants are [CH3:1][C:2]([CH3:17])([CH3:16])[C:3]#[C:4][C:5]1[CH:10]=[C:9]([N+:11]([O-:13])=[O:12])[CH:8]=[C:7]([F:14])[C:6]=1[NH2:15].N1C=CC=CC=1.[C:24](Cl)(=[O:28])[CH2:25][CH2:26][CH3:27]. The catalyst is C(Cl)Cl. The product is [CH3:1][C:2]([CH3:17])([CH3:16])[C:3]#[C:4][C:5]1[CH:10]=[C:9]([N+:11]([O-:13])=[O:12])[CH:8]=[C:7]([F:14])[C:6]=1[NH:15][C:24](=[O:28])[CH2:25][CH2:26][CH3:27]. The yield is 0.620. (4) The yield is 0.440. The catalyst is CC(C)=O. The product is [CH2:14]([O:1][C:2]1[CH:3]=[C:4]([CH:9]=[C:10]([O:13][CH2:5][C:4]2[CH:9]=[CH:10][CH:11]=[CH:2][CH:3]=2)[C:11]=1[I:12])[C:5]([O:7][CH3:8])=[O:6])[C:15]1[CH:20]=[CH:19][CH:18]=[CH:17][CH:16]=1. The reactants are [OH:1][C:2]1[CH:3]=[C:4]([CH:9]=[C:10]([OH:13])[C:11]=1[I:12])[C:5]([O:7][CH3:8])=[O:6].[CH2:14](Br)[C:15]1[CH:20]=[CH:19][CH:18]=[CH:17][CH:16]=1.C(=O)([O-])[O-].[Cs+].[Cs+]. (5) The reactants are CN(C(ON1N=NC2C=CC=CC1=2)=[N+](C)C)C.F[P-](F)(F)(F)(F)F.Cl.Cl.[CH3:27][C@H:28]1[C:36]2[C:35]([N:37]3[CH2:42][CH2:41][NH:40][CH2:39][CH2:38]3)=[N:34][CH:33]=[N:32][C:31]=2[CH2:30][CH2:29]1.[C:43]([O:47][C:48]([NH:50][C:51]([CH3:65])([CH3:64])[CH2:52][CH:53]([C:57]1[CH:62]=[CH:61][C:60]([Cl:63])=[CH:59][CH:58]=1)[C:54](O)=[O:55])=[O:49])([CH3:46])([CH3:45])[CH3:44].CCN(C(C)C)C(C)C. The catalyst is C(Cl)Cl.C([O-])([O-])=O.[Na+].[Na+].CC(=O)OCC. The product is [Cl:63][C:60]1[CH:59]=[CH:58][C:57]([C@H:53]([C:54]([N:40]2[CH2:41][CH2:42][N:37]([C:35]3[C:36]4[CH:28]([CH3:27])[CH2:29][CH2:30][C:31]=4[N:32]=[CH:33][N:34]=3)[CH2:38][CH2:39]2)=[O:55])[CH2:52][C:51]([NH:50][C:48](=[O:49])[O:47][C:43]([CH3:45])([CH3:44])[CH3:46])([CH3:65])[CH3:64])=[CH:62][CH:61]=1. The yield is 0.950. (6) The reactants are [CH2:1]([C:8]1[CH:13]=[CH:12][CH:11]=[CH:10][C:9]=1[N+:14]([O-])=O)[C:2]1[CH:7]=[CH:6][CH:5]=[CH:4][CH:3]=1. The catalyst is [Pd].CO. The product is [CH2:1]([C:8]1[CH:13]=[CH:12][CH:11]=[CH:10][C:9]=1[NH2:14])[C:2]1[CH:3]=[CH:4][CH:5]=[CH:6][CH:7]=1. The yield is 0.870. (7) The reactants are [Cl:1][C:2]1[CH:7]=[CH:6][C:5](B(O)O)=[CH:4][CH:3]=1.Br[C:12]1[CH:19]=[CH:18][C:15]([CH:16]=[O:17])=[CH:14][CH:13]=1. The catalyst is C([O-])(=O)C.[Pd+2].C([O-])(=O)C.C(COC)OC. The product is [Cl:1][C:2]1[CH:7]=[CH:6][C:5]([C:12]2[CH:19]=[CH:18][C:15]([CH:16]=[O:17])=[CH:14][CH:13]=2)=[CH:4][CH:3]=1. The yield is 0.940. (8) The reactants are [N+:1]([C:4]1[CH:5]=[C:6]([C:11]2[CH:16]=[CH:15][CH:14]=[CH:13][C:12]=2[C:17]([F:20])([F:19])[F:18])[CH:7]=[CH:8][C:9]=1[NH2:10])([O-:3])=[O:2].C(#N)C.C1C(=O)N([Cl:31])C(=O)C1. The catalyst is CCOC(C)=O. The product is [Cl:31][C:8]1[CH:7]=[C:6]([C:11]2[CH:16]=[CH:15][CH:14]=[CH:13][C:12]=2[C:17]([F:18])([F:19])[F:20])[CH:5]=[C:4]([N+:1]([O-:3])=[O:2])[C:9]=1[NH2:10]. The yield is 0.490. (9) The yield is 0.460. The catalyst is C(Cl)Cl. The reactants are [CH3:1][O:2][C:3]1[CH:4]=[C:5]2[C:10](=[CH:11][C:12]=1[O:13][CH3:14])[N:9]=[CH:8][N:7]=[C:6]2[O:15][C:16]1[CH:22]=[CH:21][C:19]([NH2:20])=[C:18]([CH3:23])[C:17]=1[CH3:24].C1(C)C=CC=CC=1.C(N(CC)CC)C.ClC(Cl)(O[C:43](=[O:49])[O:44][C:45](Cl)(Cl)Cl)Cl.[F:51][C:52]1[CH:62]=[CH:61][CH:60]=[CH:59][C:53]=1[O:54][CH2:55][CH2:56]CO. The product is [CH3:1][O:2][C:3]1[CH:4]=[C:5]2[C:10](=[CH:11][C:12]=1[O:13][CH3:14])[N:9]=[CH:8][N:7]=[C:6]2[O:15][C:16]1[CH:22]=[CH:21][C:19]([NH:20][C:43](=[O:49])[O:44][CH2:45][CH2:56][CH2:55][O:54][C:53]2[CH:59]=[CH:60][CH:61]=[CH:62][C:52]=2[F:51])=[C:18]([CH3:23])[C:17]=1[CH3:24]. (10) The reactants are [C:1]([C:3]1[CH:8]=[CH:7][CH:6]=[CH:5][C:4]=1[C:9]1[CH:14]=[CH:13][C:12]([CH2:15][C:16]2[C:17](=[O:43])[N:18]([C@H:28]3[CH2:33][CH2:32][C@H:31]([O:34][CH2:35][C:36]4([C:40](O)=[O:41])[CH2:39][CH2:38][CH2:37]4)[CH2:30][CH2:29]3)[C:19]3[N:20]([N:25]=[CH:26][N:27]=3)[C:21]=2[CH2:22][CH2:23][CH3:24])=[CH:11][CH:10]=1)#[N:2].[NH4+].O[N:46]1C2C=CC=CC=2N=N1.Cl.C(N=C=NCCCN(C)C)C.CN(C)C=O. The catalyst is C(OCC)(=O)C. The product is [C:1]([C:3]1[CH:8]=[CH:7][CH:6]=[CH:5][C:4]=1[C:9]1[CH:10]=[CH:11][C:12]([CH2:15][C:16]2[C:17](=[O:43])[N:18]([C@H:28]3[CH2:33][CH2:32][C@H:31]([O:34][CH2:35][C:36]4([C:40]([NH2:46])=[O:41])[CH2:37][CH2:38][CH2:39]4)[CH2:30][CH2:29]3)[C:19]3[N:20]([N:25]=[CH:26][N:27]=3)[C:21]=2[CH2:22][CH2:23][CH3:24])=[CH:13][CH:14]=1)#[N:2]. The yield is 0.930.